This data is from Forward reaction prediction with 1.9M reactions from USPTO patents (1976-2016). The task is: Predict the product of the given reaction. (1) Given the reactants [O:1]=[C:2]([NH:5][CH2:6][C:7]([F:10])([F:9])[F:8])[CH2:3][NH3+:4].FC(F)(F)C([O-])=O.CCN(CC)CC.[Cl:25][C:26]1[CH:27]=[C:28]([C@@:33]2([C:48]([F:51])([F:50])[F:49])[CH:37]=[N:36][N:35]([C:38]3[CH:46]=[CH:45][C:41]([C:42](Cl)=[O:43])=[C:40]([CH3:47])[CH:39]=3)[CH2:34]2)[CH:29]=[C:30]([Cl:32])[CH:31]=1, predict the reaction product. The product is: [Cl:25][C:26]1[CH:27]=[C:28]([C:33]2([C:48]([F:50])([F:49])[F:51])[CH:37]=[N:36][N:35]([C:38]3[CH:46]=[CH:45][C:41]([C:42]([NH:4][CH2:3][C:2](=[O:1])[NH:5][CH2:6][C:7]([F:10])([F:9])[F:8])=[O:43])=[C:40]([CH3:47])[CH:39]=3)[CH2:34]2)[CH:29]=[C:30]([Cl:32])[CH:31]=1. (2) Given the reactants [NH2:1][C:2]1[CH:9]=[CH:8][C:7](Br)=[CH:6][C:3]=1[C:4]#[N:5].[CH3:11][N:12](C=O)C, predict the reaction product. The product is: [NH2:1][C:2]1[CH:9]=[CH:8][C:7]([C:11]#[N:12])=[CH:6][C:3]=1[C:4]#[N:5]. (3) Given the reactants OC1C=C([NH:8][C:9]2[N:14]=[C:13]([NH:15]C3C=CC=C(O)C=3)[C:12]([F:23])=[CH:11][N:10]=2)C=CC=1.ClC1N=C(Cl)C(F)=CN=1, predict the reaction product. The product is: [F:23][C:12]1[C:13]([NH2:15])=[N:14][C:9]([NH2:8])=[N:10][CH:11]=1. (4) Given the reactants C(=O)([O-])[O-].[Na+:5].[Na+].Br.Br[C:9]1[N:10]=[C:11]([OH:17])[C:12](=[O:16])[N:13]([CH3:15])[CH:14]=1.[CH3:18][C:19]1[C:24](B2OC(C)(C)C(C)(C)O2)=[CH:23][CH:22]=[CH:21][C:20]=1[NH:34][C:35]([C:37]1[S:41][C:40]2[CH2:42][CH2:43][CH2:44][CH2:45][C:39]=2[CH:38]=1)=[O:36], predict the reaction product. The product is: [CH3:15][N:13]1[CH:14]=[C:9]([C:24]2[CH:23]=[CH:22][CH:21]=[C:20]([NH:34][C:35]([C:37]3[S:41][C:40]4[CH2:42][CH2:43][CH2:44][CH2:45][C:39]=4[CH:38]=3)=[O:36])[C:19]=2[CH3:18])[N:10]=[C:11]([O-:17])[C:12]1=[O:16].[Na+:5]. (5) The product is: [F:35][C:36]1[CH:43]=[CH:42][C:39]([CH2:40][NH:41][C:29]([C:11]2[C:10]([OH:33])=[C:9]([C:7]([NH:6][CH2:5][C:4]([OH:3])=[O:34])=[O:8])[C:14](=[O:15])[N:13]([CH2:16][C:17]3[CH:22]=[CH:21][C:20]([C:23]([F:26])([F:25])[F:24])=[CH:19][C:18]=3[F:27])[C:12]=2[OH:28])=[O:30])=[CH:38][CH:37]=1. Given the reactants C([O:3][C:4](=[O:34])[CH2:5][NH:6][C:7]([C:9]1[C:14](=[O:15])[N:13]([CH2:16][C:17]2[CH:22]=[CH:21][C:20]([C:23]([F:26])([F:25])[F:24])=[CH:19][C:18]=2[F:27])[C:12]([OH:28])=[C:11]([C:29](OC)=[O:30])[C:10]=1[OH:33])=[O:8])C.[F:35][C:36]1[CH:43]=[CH:42][C:39]([CH2:40][NH2:41])=[CH:38][CH:37]=1.[OH-].[Na+], predict the reaction product. (6) Given the reactants Cl[C:2]1[N:27]=[CH:26][C:5]2[N:6]=[CH:7][N:8]=[C:9]([NH:10][C:11]3[CH:16]=[CH:15][C:14]([O:17][CH2:18][C:19]4[CH:24]=[CH:23][C:22]([F:25])=[CH:21][CH:20]=4)=[CH:13][CH:12]=3)[C:4]=2[CH:3]=1.[O:28]1[CH2:32][CH2:31][O:30][CH:29]1[C:33]1[O:37][C:36]([Sn](CCCC)(CCCC)CCCC)=[CH:35][CH:34]=1, predict the reaction product. The product is: [O:28]1[CH2:32][CH2:31][O:30][CH:29]1[C:33]1[O:37][C:36]([C:2]2[N:27]=[CH:26][C:5]3[N:6]=[CH:7][N:8]=[C:9]([NH:10][C:11]4[CH:16]=[CH:15][C:14]([O:17][CH2:18][C:19]5[CH:24]=[CH:23][C:22]([F:25])=[CH:21][CH:20]=5)=[CH:13][CH:12]=4)[C:4]=3[CH:3]=2)=[CH:35][CH:34]=1. (7) The product is: [CH:1]1([C:7]2[C:8]3[CH:9]=[CH:10][C:11]([C:32]([OH:34])=[O:33])=[CH:12][C:13]=3[N:14]3[CH2:21][C:20](=[O:22])[N:19]([CH2:23][CH2:24][N:25]([CH3:27])[CH3:26])[CH2:18][C:17]4[CH:28]=[CH:29][CH:30]=[CH:31][C:16]=4[C:15]=23)[CH2:6][CH2:5][CH2:4][CH2:3][CH2:2]1. Given the reactants [CH:1]1([C:7]2[C:8]3[CH:9]=[CH:10][C:11]([C:32]([O:34]C)=[O:33])=[CH:12][C:13]=3[N:14]3[CH2:21][C:20](=[O:22])[N:19]([CH2:23][CH2:24][N:25]([CH3:27])[CH3:26])[CH2:18][C:17]4[CH:28]=[CH:29][CH:30]=[CH:31][C:16]=4[C:15]=23)[CH2:6][CH2:5][CH2:4][CH2:3][CH2:2]1.B(Br)(Br)Br, predict the reaction product. (8) Given the reactants [Si]([O:8][C:9]1[CH:14]=[CH:13][C:12]([C:15]2[N:23]([C:24]3[CH:29]=[CH:28][C:27]([F:30])=[CH:26][C:25]=3[Cl:31])[C:22]3[CH2:21][CH2:20][N:19]([N:32]4[CH2:37][CH2:36][CH2:35][CH2:34][CH2:33]4)[C:18](=[O:38])[C:17]=3[C:16]=2[CH3:39])=[CH:11][CH:10]=1)(C(C)(C)C)(C)C.CCCC[N+](CCCC)(CCCC)CCCC.[F-], predict the reaction product. The product is: [Cl:31][C:25]1[CH:26]=[C:27]([F:30])[CH:28]=[CH:29][C:24]=1[N:23]1[C:22]2[CH2:21][CH2:20][N:19]([N:32]3[CH2:37][CH2:36][CH2:35][CH2:34][CH2:33]3)[C:18](=[O:38])[C:17]=2[C:16]([CH3:39])=[C:15]1[C:12]1[CH:11]=[CH:10][C:9]([OH:8])=[CH:14][CH:13]=1. (9) Given the reactants [Br:1][C:2]1[CH:3]=[CH:4][C:5]([C:8]2[CH:13]=[CH:12][C:11]([OH:14])=[CH:10][CH:9]=2)=[N:6][CH:7]=1.[C:15]([N:22]1[CH2:27][CH2:26][CH:25]([CH2:28]O)[CH2:24][CH2:23]1)([O:17][C:18]([CH3:21])([CH3:20])[CH3:19])=[O:16].C1C=CC(P(C2C=CC=CC=2)C2C=CC=CC=2)=CC=1.N(C(OC(C)C)=O)=NC(OC(C)C)=O, predict the reaction product. The product is: [Br:1][C:2]1[CH:3]=[CH:4][C:5]([C:8]2[CH:13]=[CH:12][C:11]([O:14][CH2:28][CH:25]3[CH2:26][CH2:27][N:22]([C:15]([O:17][C:18]([CH3:19])([CH3:21])[CH3:20])=[O:16])[CH2:23][CH2:24]3)=[CH:10][CH:9]=2)=[N:6][CH:7]=1.